This data is from Catalyst prediction with 721,799 reactions and 888 catalyst types from USPTO. The task is: Predict which catalyst facilitates the given reaction. (1) Reactant: [N:1]1([C:7]([O:9][C:10]([CH3:13])([CH3:12])[CH3:11])=[O:8])[CH2:6][CH2:5][NH:4][CH2:3][CH2:2]1.C(O[C:17]1(O[Si](C)(C)C)[CH2:19][CH2:18]1)C.C(O)(=O)C.C([BH3-])#N.[Na+]. Product: [CH:17]1([N:4]2[CH2:5][CH2:6][N:1]([C:7]([O:9][C:10]([CH3:13])([CH3:12])[CH3:11])=[O:8])[CH2:2][CH2:3]2)[CH2:19][CH2:18]1. The catalyst class is: 83. (2) Reactant: C([O:5][C:6]([N:8]1[CH2:12][CH:11]([C:13]2[NH:14][CH:15]=[C:16]([C:18]3[CH:23]=[CH:22][C:21]([Br:24])=[CH:20][CH:19]=3)[N:17]=2)[N:10]([C:25](=[O:35])[CH:26]([NH:30][C:31]([O:33][CH3:34])=[O:32])[CH:27]([CH3:29])[CH3:28])[CH2:9]1)=O)(C)(C)C.Cl.C(N(C(C)C)CC)(C)C.C(Cl)(=O)[C:47]1[CH:52]=[CH:51][CH:50]=[CH:49][CH:48]=1. Product: [CH3:34][O:33][C:31](=[O:32])[NH:30][CH:26]([C:25]([N:10]1[CH:11]([C:13]2[N:14]=[CH:15][CH:16]([C:18]3[CH:23]=[CH:22][C:21]([Br:24])=[CH:20][CH:19]=3)[N:17]=2)[CH2:12][N:8]([C:6](=[O:5])[C:47]2[CH:52]=[CH:51][CH:50]=[CH:49][CH:48]=2)[CH2:9]1)=[O:35])[CH:27]([CH3:29])[CH3:28]. The catalyst class is: 4. (3) Product: [O:15]1[CH2:20][CH2:19][CH2:18][CH2:17][CH:16]1[O:1][CH2:2][C@H:3]1[CH2:8][CH2:7][CH2:6][C@@H:5]([C:9]([O:11][CH:12]([CH3:14])[CH3:13])=[O:10])[CH2:4]1. The catalyst class is: 4. Reactant: [OH:1][CH2:2][C@H:3]1[CH2:8][CH2:7][CH2:6][C@@H:5]([C:9]([O:11][CH:12]([CH3:14])[CH3:13])=[O:10])[CH2:4]1.[O:15]1[CH:20]=[CH:19][CH2:18][CH2:17][CH2:16]1.O.C1(C)C(S(O)(=O)=O)=CC=CC=1.C(=O)(O)[O-].[Na+]. (4) Reactant: C(N(C(C)C)CC)(C)C.[Cl:10][C:11]1[N:16]=[C:15](Cl)[CH:14]=[C:13]([CH2:18][CH2:19][CH3:20])[N:12]=1.[NH2:21][C@H:22]1[CH2:26][CH2:25][NH:24][CH2:23]1.ClCCl. Product: [Cl:10][C:11]1[N:16]=[C:15]([N:24]2[CH2:25][CH2:26][C@H:22]([NH2:21])[CH2:23]2)[CH:14]=[C:13]([CH2:18][CH2:19][CH3:20])[N:12]=1. The catalyst class is: 8. (5) Reactant: FC(F)(F)C(O)=O.C(OC([N:15]1[CH2:27][CH2:26][C:25]2[C:24]3[C:19](=[CH:20][C:21]([N:28]4[CH:33]=[CH:32][C:31]([C:34]5[CH:39]=[CH:38][C:37]([Cl:40])=[CH:36][C:35]=5[O:41][CH3:42])=[CH:30][C:29]4=[O:43])=[CH:22][CH:23]=3)[N:18]([CH3:44])[C:17]=2[CH2:16]1)=O)(C)(C)C. Product: [ClH:40].[Cl:40][C:37]1[CH:38]=[CH:39][C:34]([C:31]2[CH:32]=[CH:33][N:28]([C:21]3[CH:20]=[C:19]4[C:24]([C:25]5[CH2:26][CH2:27][NH:15][CH2:16][C:17]=5[N:18]4[CH3:44])=[CH:23][CH:22]=3)[C:29](=[O:43])[CH:30]=2)=[C:35]([O:41][CH3:42])[CH:36]=1. The catalyst class is: 2. (6) Product: [F:1][C:2]1[CH:21]=[CH:20][C:5]([O:6][C:7]2[C:8]([C:17]([NH:24][C:25]3[CH:30]=[CH:29][CH:28]=[C:27]([S:31](=[O:33])(=[O:32])[NH2:34])[CH:26]=3)=[O:19])=[N:9][C:10]3[C:15]([N:16]=2)=[CH:14][CH:13]=[CH:12][CH:11]=3)=[C:4]([O:22][CH3:23])[CH:3]=1. Reactant: [F:1][C:2]1[CH:21]=[CH:20][C:5]([O:6][C:7]2[C:8]([C:17]([OH:19])=O)=[N:9][C:10]3[C:15]([N:16]=2)=[CH:14][CH:13]=[CH:12][CH:11]=3)=[C:4]([O:22][CH3:23])[CH:3]=1.[NH2:24][C:25]1[CH:26]=[C:27]([S:31]([NH2:34])(=[O:33])=[O:32])[CH:28]=[CH:29][CH:30]=1.CN(C(ON1N=NC2C=CC=NC1=2)=[N+](C)C)C.F[P-](F)(F)(F)(F)F.CN1CCOCC1. The catalyst class is: 3. (7) Reactant: [C:1]([NH:14][C@H:15]([CH2:46][O:47][CH2:48][CH2:49][CH2:50][CH2:51][CH2:52][CH2:53][CH2:54][CH2:55][CH2:56][CH2:57][CH2:58][CH2:59][CH2:60][CH2:61][CH2:62][CH3:63])[CH2:16][S:17][CH2:18][C@H:19]([NH:28]C(=O)OCC1C2C=CC=CC=2C2C1=CC=CC=2)[C:20]([NH:22][C:23]1([CH2:26][OH:27])[CH2:25][CH2:24]1)=[O:21])(=[O:13])[CH2:2][CH2:3][CH2:4][CH2:5][CH2:6][CH2:7][CH2:8][CH2:9][CH2:10][CH2:11][CH3:12].N1CCCCC1.C1(C)C=CC=CC=1. Product: [NH2:28][C@H:19]([C:20]([NH:22][C:23]1([CH2:26][OH:27])[CH2:25][CH2:24]1)=[O:21])[CH2:18][S:17][CH2:16][C@H:15]([NH:14][C:1](=[O:13])[CH2:2][CH2:3][CH2:4][CH2:5][CH2:6][CH2:7][CH2:8][CH2:9][CH2:10][CH2:11][CH3:12])[CH2:46][O:47][CH2:48][CH2:49][CH2:50][CH2:51][CH2:52][CH2:53][CH2:54][CH2:55][CH2:56][CH2:57][CH2:58][CH2:59][CH2:60][CH2:61][CH2:62][CH3:63]. The catalyst class is: 291. (8) Reactant: [Cl:1][C:2]1[C:6](Cl)=[C:5]([CH:8]=[O:9])[S:4][N:3]=1.[Na+].[C:11]1([S:17]([O-:19])=[O:18])[CH:16]=[CH:15][CH:14]=[CH:13][CH:12]=1.CS(C)=O. Product: [C:11]1([S:17]([C:6]2[C:2]([Cl:1])=[N:3][S:4][C:5]=2[CH:8]=[O:9])(=[O:19])=[O:18])[CH:16]=[CH:15][CH:14]=[CH:13][CH:12]=1. The catalyst class is: 6. (9) Reactant: C1C=CC(/C=N\O)=CC=1.[C:10](=[O:13])([O-])[O-].[Cs+].[Cs+].[I:16][C:17]1[CH:22]=C([N+]([O-])=O)[CH:20]=[C:19]([S:26]([CH3:29])(=[O:28])=[O:27])[CH:18]=1. Product: [I:16][C:17]1[CH:22]=[C:10]([OH:13])[CH:20]=[C:19]([S:26]([CH3:29])(=[O:28])=[O:27])[CH:18]=1. The catalyst class is: 31.